Dataset: Catalyst prediction with 721,799 reactions and 888 catalyst types from USPTO. Task: Predict which catalyst facilitates the given reaction. (1) Reactant: [CH3:1][C:2]1[CH:3]=[CH:4][C:5]([NH:21][C:22]([C:24]2[CH:25]=[CH:26][C:27]([CH2:30][N:31]3[CH2:36][CH2:35][N:34]([CH3:37])[CH2:33][CH2:32]3)=[CH:28][CH:29]=2)=[O:23])=[CH:6][C:7]=1[NH:8][C:9]1[N:10]=[CH:11][CH:12]=[C:13]([C:15]2[CH:16]=[CH:17][CH:18]=[N:19][CH:20]=2)[N:14]=1.[I:38][CH2:39][O:40][C:41](=[O:51])[NH:42][C@@H:43]([C:45]1[CH:50]=[CH:49][CH:48]=[CH:47][CH:46]=1)[CH3:44]. Product: [I-:38].[CH3:37][N+:34]1([CH2:39][O:40][C:41](=[O:51])[NH:42][C@@H:43]([C:45]2[CH:50]=[CH:49][CH:48]=[CH:47][CH:46]=2)[CH3:44])[CH2:33][CH2:32][N:31]([CH2:30][C:27]2[CH:28]=[CH:29][C:24]([C:22](=[O:23])[NH:21][C:5]3[CH:4]=[CH:3][C:2]([CH3:1])=[C:7]([NH:8][C:9]4[N:14]=[C:13]([C:15]5[CH:20]=[N:19][CH:18]=[CH:17][CH:16]=5)[CH:12]=[CH:11][N:10]=4)[CH:6]=3)=[CH:25][CH:26]=2)[CH2:36][CH2:35]1. The catalyst class is: 2. (2) Reactant: [C:1]([N:4]1[CH:9]([CH3:10])[CH2:8][N:7]([C:11]2[CH:16]=[CH:15][C:14]([C:17]3[NH:26][C:25](=[O:27])[C:24]4[C:19](=[CH:20][C:21]([F:29])=[CH:22][C:23]=4F)[N:18]=3)=[CH:13][CH:12]=2)[CH2:6][CH:5]1[CH3:30])(=[O:3])[CH3:2].[CH3:31][O-:32].[Na+].CO.O. Product: [C:1]([N:4]1[CH:5]([CH3:30])[CH2:6][N:7]([C:11]2[CH:12]=[CH:13][C:14]([C:17]3[NH:26][C:25](=[O:27])[C:24]4[C:19](=[CH:20][C:21]([F:29])=[CH:22][C:23]=4[O:32][CH3:31])[N:18]=3)=[CH:15][CH:16]=2)[CH2:8][CH:9]1[CH3:10])(=[O:3])[CH3:2]. The catalyst class is: 640. (3) Reactant: [F-].C([N+:6](CCCC)(CCCC)CCCC)CCC.[Si]([O:26][CH2:27][CH2:28][N:29]1[CH2:34][CH2:33][CH:32]([CH2:35][O:36][C:37]2[CH:46]=[C:45]3[C:40]([C:41]([NH:47][C:48]4[CH:52]=[C:51]([CH2:53][C:54]([NH:56][C:57]5[CH:62]=[CH:61][CH:60]=[C:59]([F:63])[C:58]=5[F:64])=[O:55])[NH:50][N:49]=4)=[N:42][CH:43]=[N:44]3)=[CH:39][CH:38]=2)[CH2:31][CH2:30]1)(C(C)(C)C)(C)C. Product: [NH3:6].[CH3:27][OH:26].[F:64][C:58]1[C:59]([F:63])=[CH:60][CH:61]=[CH:62][C:57]=1[NH:56][C:54](=[O:55])[CH2:53][C:51]1[NH:50][N:49]=[C:48]([NH:47][C:41]2[C:40]3[C:45](=[CH:46][C:37]([O:36][CH2:35][CH:32]4[CH2:33][CH2:34][N:29]([CH2:28][CH2:27][OH:26])[CH2:30][CH2:31]4)=[CH:38][CH:39]=3)[N:44]=[CH:43][N:42]=2)[CH:52]=1. The catalyst class is: 7. (4) Reactant: [CH3:1][CH:2]1[CH2:4][CH:3]1[C:5]([OH:7])=O.O1CCCC1.C(Cl)(=O)C(Cl)=O.Cl.[NH2:20][C:21]1[N:22]=[C:23]2[CH:28]=[CH:27][C:26]([O:29][C:30]3[CH:31]=[CH:32][C:33]([CH3:46])=[C:34]([NH:36][C:37]([C:39]4[N:43]([CH3:44])[N:42]=[C:41]([CH3:45])[CH:40]=4)=[O:38])[CH:35]=3)=[N:25][N:24]2[CH:47]=1. Product: [CH3:44][N:43]1[C:39]([C:37]([NH:36][C:34]2[CH:35]=[C:30]([O:29][C:26]3[CH:27]=[CH:28][C:23]4[N:24]([CH:47]=[C:21]([NH:20][C:5]([CH:3]5[CH2:4][CH:2]5[CH3:1])=[O:7])[N:22]=4)[N:25]=3)[CH:31]=[CH:32][C:33]=2[CH3:46])=[O:38])=[CH:40][C:41]([CH3:45])=[N:42]1. The catalyst class is: 402. (5) Reactant: [Cl:1][C:2]1[CH:3]=[CH:4][CH:5]=[C:6]2[C:11]=1[N:10]=[CH:9][C:8]([S:12](Cl)(=[O:14])=[O:13])=[CH:7]2.[NH:16]1[CH2:21][CH2:20][CH2:19][CH2:18][CH2:17]1. Product: [Cl:1][C:2]1[CH:3]=[CH:4][CH:5]=[C:6]2[C:11]=1[N:10]=[CH:9][C:8]([S:12]([N:16]1[CH2:21][CH2:20][CH2:19][CH2:18][CH2:17]1)(=[O:14])=[O:13])=[CH:7]2. The catalyst class is: 4.